Predict the product of the given reaction. From a dataset of Forward reaction prediction with 1.9M reactions from USPTO patents (1976-2016). (1) Given the reactants [F:1][CH:2]([F:23])[O:3][C:4]1[CH:22]=[CH:21][C:7]([C:8]([CH:10]2[CH2:13][N:12]([C:14]([O:16][C:17]([CH3:20])([CH3:19])[CH3:18])=[O:15])[CH2:11]2)=O)=[CH:6][CH:5]=1.C([O-])(=O)C.[Na+].Cl.[OH:30][NH2:31], predict the reaction product. The product is: [F:1][CH:2]([F:23])[O:3][C:4]1[CH:22]=[CH:21][C:7]([C:8](=[N:31][OH:30])[CH:10]2[CH2:13][N:12]([C:14]([O:16][C:17]([CH3:20])([CH3:19])[CH3:18])=[O:15])[CH2:11]2)=[CH:6][CH:5]=1. (2) Given the reactants I[C:2]1[CH:7]=[CH:6][CH:5]=[CH:4][C:3]=1[CH3:8].[C:9]([C:11]1[CH:12]=[CH:13][C:14]([O:33][CH:34]([CH3:36])[CH3:35])=[C:15]([CH:32]=1)[C:16]([NH:18][C@@H:19]([CH2:30][OH:31])[CH2:20][C:21]1[C:29]2[C:24](=[CH:25][CH:26]=[CH:27][CH:28]=2)[NH:23][CH:22]=1)=[O:17])#[CH:10], predict the reaction product. The product is: [OH:31][CH2:30][C@H:19]([NH:18][C:16](=[O:17])[C:15]1[CH:32]=[C:11]([C:9]#[C:10][C:2]2[CH:7]=[CH:6][CH:5]=[CH:4][C:3]=2[CH3:8])[CH:12]=[CH:13][C:14]=1[O:33][CH:34]([CH3:36])[CH3:35])[CH2:20][C:21]1[C:29]2[C:24](=[CH:25][CH:26]=[CH:27][CH:28]=2)[NH:23][CH:22]=1. (3) Given the reactants [C:15]([O-])(=[O:27])CCCC[CH2:6][CH2:7][CH2:8][CH2:9][CH2:10][CH2:11][CH3:12].[C:15]([O-])(=[O:27])[CH2:6][CH2:7][CH2:8][CH2:9][CH2:10][CH2:11][CH2:12]CCCC.C([Sn+2]CCCC)CCC.C([O:41][CH2:42][CH2:43][CH2:44][CH3:45])(=O)C, predict the reaction product. The product is: [CH2:11]([CH:10]([CH2:9][CH:8]([CH2:7][CH3:6])[CH:42]([OH:41])[CH2:43][CH2:44][CH3:45])[CH2:15][OH:27])[CH3:12]. (4) Given the reactants [CH2:1]([O:8][C:9]([N:11]1[CH2:15][C:14](=[CH2:16])[C@@:13]([CH3:20])(C(O)=O)[CH2:12]1)=[O:10])[C:2]1[CH:7]=[CH:6][CH:5]=[CH:4][CH:3]=1.C([N:23](CC)CC)C.C1(P(N=[N+]=[N-])(C2C=CC=CC=2)=O)C=CC=CC=1.[C:45](O[C:45]([O:47][C:48]([CH3:51])([CH3:50])[CH3:49])=[O:46])([O:47][C:48]([CH3:51])([CH3:50])[CH3:49])=[O:46], predict the reaction product. The product is: [CH2:1]([O:8][C:9]([N:11]1[CH2:15][C:14](=[CH2:16])[C@:13]([NH:23][C:45]([O:47][C:48]([CH3:51])([CH3:50])[CH3:49])=[O:46])([CH3:20])[CH2:12]1)=[O:10])[C:2]1[CH:3]=[CH:4][CH:5]=[CH:6][CH:7]=1.